From a dataset of Reaction yield outcomes from USPTO patents with 853,638 reactions. Predict the reaction yield, written as a fraction of the theoretical maximum amount of product (1.0 means a 100% yield; for example, 0.34 means a 34% yield). (1) The reactants are [CH3:1][O:2][C:3]1[CH:4]=[C:5]([NH:11][C:12](SC)=[C:13]2[C:18](=[O:19])[O:17][C:16]([CH3:21])([CH3:20])[O:15][C:14]2=[O:22])[CH:6]=[CH:7][C:8]=1[O:9][CH3:10].[CH3:25][NH2:26]. The catalyst is C1COCC1.Cl[Hg]Cl. The product is [CH3:1][O:2][C:3]1[CH:4]=[C:5]([NH:11][C:12]([NH:26][CH3:25])=[C:13]2[C:18](=[O:19])[O:17][C:16]([CH3:21])([CH3:20])[O:15][C:14]2=[O:22])[CH:6]=[CH:7][C:8]=1[O:9][CH3:10]. The yield is 0.990. (2) The reactants are [CH3:1][C:2]1([CH3:31])[CH2:11][CH2:10][C:9]2[N:8]=[CH:7][N:6]=[C:5]([N:12]3[CH2:18][C:17]4[CH:19]=[C:20]([C:23]5[CH:24]=[C:25]([NH2:30])[C:26]([NH2:29])=[N:27][CH:28]=5)[CH:21]=[CH:22][C:16]=4[O:15][CH2:14][CH2:13]3)[C:4]=2[CH2:3]1.[CH3:32][O:33][C:34]([NH:36][C:37](=NC(OC)=O)SC)=[O:35]. The catalyst is C(O)(=O)C. The product is [CH3:32][O:33][C:34](=[O:35])[NH:36][C:37]1[NH:30][C:25]2[C:26]([N:29]=1)=[N:27][CH:28]=[C:23]([C:20]1[CH:21]=[CH:22][C:16]3[O:15][CH2:14][CH2:13][N:12]([C:5]4[C:4]5[CH2:3][C:2]([CH3:31])([CH3:1])[CH2:11][CH2:10][C:9]=5[N:8]=[CH:7][N:6]=4)[CH2:18][C:17]=3[CH:19]=1)[CH:24]=2. The yield is 0.480. (3) The reactants are Br[C:2]1[CH:3]=[C:4]([C:8]([C:10]2[C:14]3[CH:15]=[N:16][CH:17]=[CH:18][C:13]=3[N:12]([CH:19]([CH3:29])[CH2:20][O:21][Si:22]([C:25]([CH3:28])([CH3:27])[CH3:26])([CH3:24])[CH3:23])[CH:11]=2)=[O:9])[CH:5]=[N:6][CH:7]=1.CC(C1C=C(C(C)C)C(C2C(P(C(C)(C)C)C(C)(C)C)=CC=CC=2)=C(C(C)C)C=1)C.CC([O-])(C)C.[Na+].[C:66](=[NH:79])([C:73]1[CH:78]=[CH:77][CH:76]=[CH:75][CH:74]=1)[C:67]1[CH:72]=[CH:71][CH:70]=[CH:69][CH:68]=1. The catalyst is C1(C)C=CC=CC=1.C1C=CC(/C=C/C(/C=C/C2C=CC=CC=2)=O)=CC=1.C1C=CC(/C=C/C(/C=C/C2C=CC=CC=2)=O)=CC=1.C1C=CC(/C=C/C(/C=C/C2C=CC=CC=2)=O)=CC=1.[Pd].[Pd]. The product is [Si:22]([O:21][CH2:20][C@@H:19]([N:12]1[C:13]2[CH:18]=[CH:17][N:16]=[CH:15][C:14]=2[C:10]([C:8]([C:4]2[CH:5]=[N:6][CH:7]=[C:2]([N:79]=[C:66]([C:67]3[CH:72]=[CH:71][CH:70]=[CH:69][CH:68]=3)[C:73]3[CH:78]=[CH:77][CH:76]=[CH:75][CH:74]=3)[CH:3]=2)=[O:9])=[CH:11]1)[CH3:29])([C:25]([CH3:28])([CH3:27])[CH3:26])([CH3:24])[CH3:23]. The yield is 0.330. (4) The reactants are [F:1][C:2]([F:24])([F:23])[C:3]1[CH:4]=[C:5]([C:13]2[N:17]=[CH:16][N:15](/[CH:18]=[CH:19]\[C:20]([OH:22])=O)[N:14]=2)[CH:6]=[C:7]([C:9]([F:12])([F:11])[F:10])[CH:8]=1.[O:25]=[C:26]1[N:31]([CH2:32][C:33]([NH:35][NH2:36])=[O:34])[CH2:30][CH2:29][O:28][CH2:27]1.C(P1(=O)OP(CCC)(=O)OP(CCC)(=O)O1)CC.CCN(C(C)C)C(C)C. The catalyst is C1COCC1.O. The product is [F:11][C:9]([F:10])([F:12])[C:7]1[CH:6]=[C:5]([C:13]2[N:17]=[CH:16][N:15](/[CH:18]=[CH:19]\[C:20]([NH:36][NH:35][C:33](=[O:34])[CH2:32][N:31]3[CH2:30][CH2:29][O:28][CH2:27][C:26]3=[O:25])=[O:22])[N:14]=2)[CH:4]=[C:3]([C:2]([F:24])([F:1])[F:23])[CH:8]=1. The yield is 0.0800. (5) The reactants are [CH3:1][O:2][C:3](=[O:25])[CH2:4][N:5]1[C:11](=[O:12])[C@@H:10]([NH:13][C:14]([O:16][C:17]([CH3:20])([CH3:19])[CH3:18])=[O:15])[CH2:9][NH:8][C:7]2[CH:21]=[CH:22][CH:23]=[CH:24][C:6]1=2.C[Si]([N-][Si](C)(C)C)(C)C.[Li+].C(OC(NC1C(=O)NC2C=CC=CC=2NC1)=O)(C)(C)C.BrCC(OC)=O. The catalyst is C1COCC1.C(OCC)(=O)C. The product is [CH3:1][O:2][C:3](=[O:25])[CH2:4][N:5]1[C:11](=[O:12])[CH:10]([NH:13][C:14]([O:16][C:17]([CH3:20])([CH3:18])[CH3:19])=[O:15])[CH2:9][NH:8][C:7]2[CH:21]=[CH:22][CH:23]=[CH:24][C:6]1=2. The yield is 0.830. (6) The reactants are [OH:1][C:2]1[CH:7]=[C:6]([O:8][CH2:9][O:10][CH3:11])[CH:5]=[CH:4][C:3]=1[C:12](=[O:14])[CH3:13].[CH2:15]([O:22][C:23]1[CH:30]=[CH:29][C:26]([CH:27]=O)=[CH:25][C:24]=1[O:31][CH2:32][O:33][CH3:34])[C:16]1[CH:21]=[CH:20][CH:19]=[CH:18][CH:17]=1.[OH-].[K+].Cl. The catalyst is CCO.CCOCC. The product is [CH2:15]([O:22][C:23]1[CH:30]=[CH:29][C:26](/[CH:27]=[CH:13]/[C:12]([C:3]2[CH:4]=[CH:5][C:6]([O:8][CH2:9][O:10][CH3:11])=[CH:7][C:2]=2[OH:1])=[O:14])=[CH:25][C:24]=1[O:31][CH2:32][O:33][CH3:34])[C:16]1[CH:17]=[CH:18][CH:19]=[CH:20][CH:21]=1. The yield is 0.580.